Task: Predict which catalyst facilitates the given reaction.. Dataset: Catalyst prediction with 721,799 reactions and 888 catalyst types from USPTO (1) Product: [CH3:42][N:41]([CH2:40][C:36]1[CH:35]=[C:34](/[CH:33]=[CH:32]/[C:31]2[C:17]3[C:18](=[N:19][C:20]([C:22]4[CH:23]=[CH:24][C:25]([OH:28])=[CH:26][CH:27]=4)=[CH:21][C:16]=3[C:14]([N:11]3[CH2:10][CH2:9][NH:8][CH2:13][CH2:12]3)=[O:15])[NH:29][N:30]=2)[CH:39]=[CH:38][CH:37]=1)[CH3:43]. The catalyst class is: 5. Reactant: C(OC([N:8]1[CH2:13][CH2:12][N:11]([C:14]([C:16]2[C:17]3[C:31](/[CH:32]=[CH:33]/[C:34]4[CH:39]=[CH:38][CH:37]=[C:36]([CH2:40][N:41]([CH3:43])[CH3:42])[CH:35]=4)=[N:30][N:29](C4CCCCO4)[C:18]=3[N:19]=[C:20]([C:22]3[CH:27]=[CH:26][C:25]([OH:28])=[CH:24][CH:23]=3)[CH:21]=2)=[O:15])[CH2:10][CH2:9]1)=O)(C)(C)C.Cl. (2) Reactant: Br[C:2]1[N:7]=[CH:6][C:5]([CH2:8][OH:9])=[CH:4][CH:3]=1.C(=O)([O-])[O-].[Cs+].[Cs+].[N:16]1[CH:21]=[C:20](B2OC(C)(C)C(C)(C)O2)[CH:19]=[CH:18][C:17]=1[CH3:31]. Product: [CH3:31][C:17]1[N:16]=[CH:21][C:20]([C:2]2[CH:3]=[CH:4][C:5]([CH2:8][OH:9])=[CH:6][N:7]=2)=[CH:19][CH:18]=1. The catalyst class is: 266. (3) Reactant: Cl.[NH2:2][CH:3]([CH2:6][C:7]1[CH:12]=[CH:11][C:10]([O:13][CH2:14][C:15]2[CH:20]=[CH:19][CH:18]=[CH:17][CH:16]=2)=[CH:9][CH:8]=1)[CH2:4][OH:5].C(N(CC)CC)C.[Cl:28][CH2:29][C:30](Cl)=[O:31]. Product: [CH2:14]([O:13][C:10]1[CH:11]=[CH:12][C:7]([CH2:6][CH:3]([NH:2][C:30](=[O:31])[CH2:29][Cl:28])[CH2:4][OH:5])=[CH:8][CH:9]=1)[C:15]1[CH:20]=[CH:19][CH:18]=[CH:17][CH:16]=1. The catalyst class is: 4. (4) Reactant: [CH:1]1([NH:5][S:6]([C:9]2[CH:10]=[C:11]3[C:16](=[CH:17][CH:18]=2)[NH:15][CH:14]([C:19]2[CH:24]=[CH:23][CH:22]=[C:21](Br)[CH:20]=2)[CH2:13][C:12]3([CH3:27])[CH3:26])(=[O:8])=[O:7])[CH2:4][CH2:3][CH2:2]1.[NH2:28][C:29]([CH3:34])([CH3:33])[C:30]([OH:32])=[O:31].C(=O)([O-])[O-].[K+].[K+]. Product: [CH:1]1([NH:5][S:6]([C:9]2[CH:10]=[C:11]3[C:16](=[CH:17][CH:18]=2)[NH:15][CH:14]([C:19]2[CH:20]=[C:21]([NH:28][C:29]([CH3:34])([CH3:33])[C:30]([OH:32])=[O:31])[CH:22]=[CH:23][CH:24]=2)[CH2:13][C:12]3([CH3:27])[CH3:26])(=[O:8])=[O:7])[CH2:4][CH2:3][CH2:2]1. The catalyst class is: 156. (5) The catalyst class is: 19. Reactant: [F:1][C:2]1[CH:7]=[CH:6][C:5]([C:8](=[CH:26][N:27]2[C:31]([CH3:32])=[CH:30][N:29]=[CH:28]2)[CH2:9][C:10]2[CH:19]=[CH:18][C:13]([C:14]([O:16][CH3:17])=[O:15])=[C:12]([C:20]3[CH:25]=[CH:24][CH:23]=[CH:22][CH:21]=3)[CH:11]=2)=[CH:4][CH:3]=1. Product: [F:1][C:2]1[CH:7]=[CH:6][C:5]([CH:8]([CH2:26][N:27]2[C:31]([CH3:32])=[CH:30][N:29]=[CH:28]2)[CH2:9][C:10]2[CH:19]=[CH:18][C:13]([C:14]([O:16][CH3:17])=[O:15])=[C:12]([C:20]3[CH:25]=[CH:24][CH:23]=[CH:22][CH:21]=3)[CH:11]=2)=[CH:4][CH:3]=1. (6) Reactant: [Cl:1][C:2]1[CH:3]=[C:4]2[C:8](=[CH:9][CH:10]=1)[NH:7][CH:6]=[C:5]2[CH2:11][CH2:12][NH:13][C:14](=[O:23])[C:15]1[CH:20]=[CH:19][C:18]([CH2:21]Cl)=[CH:17][CH:16]=1.[F:24][C:25]1[CH:30]=[CH:29][CH:28]=[CH:27][C:26]=1B(O)O.C(=O)([O-])[O-].[Na+].[Na+].[I-].[Na+]. Product: [Cl:1][C:2]1[CH:3]=[C:4]2[C:8](=[CH:9][CH:10]=1)[NH:7][CH:6]=[C:5]2[CH2:11][CH2:12][NH:13][C:14](=[O:23])[C:15]1[CH:20]=[CH:19][C:18]([CH2:21][C:26]2[CH:27]=[CH:28][CH:29]=[CH:30][C:25]=2[F:24])=[CH:17][CH:16]=1. The catalyst class is: 437. (7) Reactant: [CH2:1]([O:3][C:4]1[CH:9]=[CH:8][C:7]([N+:10]([O-])=O)=[C:6]([F:13])[CH:5]=1)[CH3:2].O.NN. Product: [CH2:1]([O:3][C:4]1[CH:9]=[CH:8][C:7]([NH2:10])=[C:6]([F:13])[CH:5]=1)[CH3:2]. The catalyst class is: 50.